This data is from Peptide-MHC class II binding affinity with 134,281 pairs from IEDB. The task is: Regression. Given a peptide amino acid sequence and an MHC pseudo amino acid sequence, predict their binding affinity value. This is MHC class II binding data. (1) The peptide sequence is ADAGYAPATPAAAGA. The MHC is HLA-DPA10103-DPB10301 with pseudo-sequence HLA-DPA10103-DPB10301. The binding affinity (normalized) is 0.0971. (2) The peptide sequence is VPDHVVWSLFNTL. The MHC is HLA-DQA10501-DQB10201 with pseudo-sequence HLA-DQA10501-DQB10201. The binding affinity (normalized) is 0.258. (3) The peptide sequence is LNDSGETVKCRAPGG. The MHC is DRB3_0301 with pseudo-sequence DRB3_0301. The binding affinity (normalized) is 0. (4) The peptide sequence is EAMDTISVFLHSEEG. The MHC is HLA-DQA10201-DQB10303 with pseudo-sequence HLA-DQA10201-DQB10303. The binding affinity (normalized) is 0.467. (5) The peptide sequence is EKKYRAATQFEPLAA. The MHC is DRB1_1001 with pseudo-sequence DRB1_1001. The binding affinity (normalized) is 0.617. (6) The peptide sequence is ALTALIRDPPADSTG. The MHC is DRB3_0202 with pseudo-sequence DRB3_0202. The binding affinity (normalized) is 0.408. (7) The peptide sequence is KKLTIAYLVGSNMTQRV. The MHC is DRB4_0103 with pseudo-sequence DRB4_0103. The binding affinity (normalized) is 0.770.